This data is from Forward reaction prediction with 1.9M reactions from USPTO patents (1976-2016). The task is: Predict the product of the given reaction. (1) Given the reactants Br[C:2]([CH3:16])([CH3:15])[C:3]([NH:5][C:6]1[O:10][N:9]=[C:8]([C:11]([CH3:14])([CH3:13])[CH3:12])[CH:7]=1)=[O:4].Cl.[CH3:18][NH2:19], predict the reaction product. The product is: [C:11]([C:8]1[CH:7]=[C:6]([NH:5][C:3](=[O:4])[C:2]([NH:19][CH3:18])([CH3:16])[CH3:15])[O:10][N:9]=1)([CH3:14])([CH3:13])[CH3:12]. (2) Given the reactants [Cl:1][C:2]1[S:6][C:5]([C:7]([NH:9][CH2:10][C:11]2[N:12]=[CH:13][N:14]([C:16]3[CH:21]=[CH:20][C:19](I)=[CH:18][CH:17]=3)[CH:15]=2)=[O:8])=[CH:4][CH:3]=1.[NH2:30][CH2:29][C:28](O[C:28](=[O:31])[CH2:29][NH2:30])=[O:31].[NH2:32][C@@H:33]1[CH2:38]CCC[C@H]1N.C([O-])([O-])=[O:41].[K+].[K+], predict the reaction product. The product is: [Cl:1][C:2]1[S:6][C:5]([C:7]([NH:9][CH2:10][C:11]2[N:12]=[CH:13][N:14]([C:16]3[CH:21]=[CH:20][C:19]([N:30]4[CH2:29][C:28](=[O:31])[NH:32][CH2:33][C:38]4=[O:41])=[CH:18][CH:17]=3)[CH:15]=2)=[O:8])=[CH:4][CH:3]=1. (3) Given the reactants [Br:1][C:2]1[CH:3]=[C:4]([NH2:9])[C:5]([NH2:8])=[N:6][CH:7]=1.[CH:10]1([C:13](Cl)=O)[CH2:12][CH2:11]1.Cl[C:17]([O:19][CH2:20][CH:21]([CH3:23])[CH3:22])=[O:18], predict the reaction product. The product is: [Br:1][C:2]1[CH:3]=[C:4]2[N:9]=[C:13]([CH:10]3[CH2:11][CH2:12]3)[N:8]([C:17]([O:19][CH2:20][CH:21]([CH3:23])[CH3:22])=[O:18])[C:5]2=[N:6][CH:7]=1. (4) Given the reactants F[C:2]1[CH:9]=[CH:8][C:5]([C:6]#[N:7])=[CH:4][C:3]=1[N+:10]([O-:12])=[O:11].[CH:13]1([CH2:16][NH2:17])[CH2:15][CH2:14]1, predict the reaction product. The product is: [CH:13]1([CH2:16][NH:17][C:2]2[CH:9]=[CH:8][C:5]([C:6]#[N:7])=[CH:4][C:3]=2[N+:10]([O-:12])=[O:11])[CH2:15][CH2:14]1. (5) Given the reactants [CH3:1][C:2]1[CH:3]=[CH:4][C:5]([NH:21][C:22]([C:24]2[CH:25]=[CH:26][C:27]([CH2:30][N:31]3[CH2:36][CH2:35][N:34]([CH3:37])[CH2:33][CH2:32]3)=[CH:28][CH:29]=2)=[O:23])=[CH:6][C:7]=1[NH:8][C:9]1[N:10]=[CH:11][CH:12]=[C:13]([C:15]2[CH:16]=[CH:17][CH:18]=[N:19][CH:20]=2)[N:14]=1.[C:38]([O:43][CH2:44][I:45])(=[O:42])[CH:39]([CH3:41])[CH3:40], predict the reaction product. The product is: [I-:45].[C:38]([O:43][CH2:44][N+:34]1([CH3:37])[CH2:33][CH2:32][N:31]([CH2:30][C:27]2[CH:26]=[CH:25][C:24]([C:22](=[O:23])[NH:21][C:5]3[CH:4]=[CH:3][C:2]([CH3:1])=[C:7]([NH:8][C:9]4[N:14]=[C:13]([C:15]5[CH:20]=[N:19][CH:18]=[CH:17][CH:16]=5)[CH:12]=[CH:11][N:10]=4)[CH:6]=3)=[CH:29][CH:28]=2)[CH2:36][CH2:35]1)(=[O:42])[CH:39]([CH3:41])[CH3:40]. (6) Given the reactants [Cl:1][C:2]1[CH:3]=[C:4]([CH2:27][C:28]([O:30][CH2:31][CH3:32])=[O:29])[CH:5]=[CH:6][C:7]=1[N:8]1[C:16](=[O:17])[C:15]2[C:14]([OH:18])=[C:13]3[CH:19]=[CH:20][CH:21]=[CH:22][C:12]3=[C:11]([O:23][CH2:24][CH3:25])[C:10]=2[C:9]1=[O:26].C(=O)([O-])[O-].[Na+].[Na+].FC(F)(F)S(O[CH2:45][CH:46]([F:48])[F:47])(=O)=O.O, predict the reaction product. The product is: [Cl:1][C:2]1[CH:3]=[C:4]([CH2:27][C:28]([O:30][CH2:31][CH3:32])=[O:29])[CH:5]=[CH:6][C:7]=1[N:8]1[C:9](=[O:26])[C:10]2[C:11]([O:23][CH2:24][CH3:25])=[C:12]3[CH:22]=[CH:21][CH:20]=[CH:19][C:13]3=[C:14]([O:18][CH2:45][CH:46]([F:48])[F:47])[C:15]=2[C:16]1=[O:17]. (7) Given the reactants [Cl:1][C:2]1[CH:3]=[C:4]([OH:9])[CH:5]=[CH:6][C:7]=1[F:8].FC(F)(F)C(O)=O.[Cl:17]N1C(=O)CCC1=O, predict the reaction product. The product is: [Cl:1][C:2]1[CH:3]=[C:4]([OH:9])[C:5]([Cl:17])=[CH:6][C:7]=1[F:8].[Cl:17][C:3]1[C:2]([Cl:1])=[C:7]([F:8])[CH:6]=[CH:5][C:4]=1[OH:9]. (8) Given the reactants [C:1]([O:5][C:6]([NH:8][CH:9]([CH2:45][CH2:46][CH2:47][CH2:48][CH2:49][CH:50]=[CH2:51])[C:10]([N:12]1[CH2:28][C@H:27]([O:29][C:30]2[CH:35]=[C:34]([C:36]3[CH:41]=[CH:40][CH:39]=[CH:38][N:37]=3)[N:33]=[C:32]3[CH:42]=[CH:43][S:44][C:31]=23)[CH2:26][C@H:13]1[C:14]([NH:16][C@:17]1([C:22]([O:24][CH3:25])=[O:23])[CH2:19][C@H:18]1C=C)=[O:15])=[O:11])=[O:7])([CH3:4])([CH3:3])[CH3:2], predict the reaction product. The product is: [C:1]([O:5][C:6]([NH:8][CH:9]1[C:10](=[O:11])[N:12]2[CH2:28][C@H:27]([O:29][C:30]3[CH:35]=[C:34]([C:36]4[CH:41]=[CH:40][CH:39]=[CH:38][N:37]=4)[N:33]=[C:32]4[CH:42]=[CH:43][S:44][C:31]=34)[CH2:26][C@H:13]2[C:14](=[O:15])[NH:16][C@:17]2([C:22]([O:24][CH3:25])=[O:23])[CH2:18][C@H:19]2[CH:51]=[CH:50][CH2:49][CH2:48][CH2:47][CH2:46][CH2:45]1)=[O:7])([CH3:4])([CH3:3])[CH3:2]. (9) The product is: [NH2:31][C:11]1[CH:10]=[C:9]([C:7](=[O:8])[NH:6][C:2]2[NH:3][CH:4]=[CH:5][N:1]=2)[C:17]2[N:16]=[C:15]([NH:18][C:19]([C:21]3[N:22]=[CH:23][C:24]4[C:29]([CH:30]=3)=[CH:28][CH:27]=[CH:26][CH:25]=4)=[O:20])[NH:14][C:13]=2[CH:12]=1. Given the reactants [NH:1]1[CH:5]=[CH:4][N:3]=[C:2]1[NH:6][C:7]([C:9]1[C:17]2[N:16]=[C:15]([NH:18][C:19]([C:21]3[N:22]=[CH:23][C:24]4[C:29]([CH:30]=3)=[CH:28][CH:27]=[CH:26][CH:25]=4)=[O:20])[NH:14][C:13]=2[CH:12]=[C:11]([N+:31]([O-])=O)[CH:10]=1)=[O:8], predict the reaction product. (10) Given the reactants Cl.[NH2:2][C:3]1[N:4]=[C:5]2[CH:10]=[CH:9][C:8]([O:11][C:12]3[CH:13]=[CH:14][C:15]([F:28])=[C:16]([NH:18][C:19]([C:21]4[N:25]([CH3:26])[N:24]=[C:23]([CH3:27])[CH:22]=4)=[O:20])[CH:17]=3)=[N:7][N:6]2[CH:29]=1.[C:30](Cl)(=[O:33])[CH2:31][CH3:32].O, predict the reaction product. The product is: [F:28][C:15]1[CH:14]=[CH:13][C:12]([O:11][C:8]2[CH:9]=[CH:10][C:5]3[N:6]([CH:29]=[C:3]([NH:2][C:30](=[O:33])[CH2:31][CH3:32])[N:4]=3)[N:7]=2)=[CH:17][C:16]=1[NH:18][C:19]([C:21]1[N:25]([CH3:26])[N:24]=[C:23]([CH3:27])[CH:22]=1)=[O:20].